This data is from Full USPTO retrosynthesis dataset with 1.9M reactions from patents (1976-2016). The task is: Predict the reactants needed to synthesize the given product. (1) Given the product [Cl:1][C:2]1[CH:7]=[CH:6][CH:5]=[CH:4][C:3]=1[S:8]([NH:11][C:12]1[C:17]([C:18]2[CH:23]=[CH:22][C:21]([CH2:24][N:28]3[C:29]4[C:34](=[CH:33][C:32]([O:36][CH3:37])=[CH:31][CH:30]=4)[CH:35]=[C:27]3[CH3:26])=[CH:20][CH:19]=2)=[N:16][CH:15]=[CH:14][N:13]=1)(=[O:10])=[O:9], predict the reactants needed to synthesize it. The reactants are: [Cl:1][C:2]1[CH:7]=[CH:6][CH:5]=[CH:4][C:3]=1[S:8]([NH:11][C:12]1[C:17]([C:18]2[CH:23]=[CH:22][C:21]([CH2:24]Cl)=[CH:20][CH:19]=2)=[N:16][CH:15]=[CH:14][N:13]=1)(=[O:10])=[O:9].[CH3:26][C:27]1[NH:28][C:29]2[C:34]([CH:35]=1)=[CH:33][C:32]([O:36][CH3:37])=[CH:31][CH:30]=2. (2) Given the product [CH2:8]1[C@@H:6]2[C@H:5]([CH2:4][CH2:3][CH2:14][CH2:13]2)[CH2:11][CH2:10][N:9]1[C:40]([C:36]1[N:37]=[CH:38][N:39]=[C:34]([N:31]2[CH2:32][CH2:33][CH:28]([N:24]3[CH2:23][CH2:22][C:21]4[CH:43]=[C:17]([O:16][CH3:15])[CH:18]=[CH:19][C:20]=4[NH:26][C:25]3=[O:27])[CH2:29][CH2:30]2)[CH:35]=1)=[O:41], predict the reactants needed to synthesize it. The reactants are: CO[C:3]1[CH:14]=[CH:13][C:6]2N[C:8](=O)[NH:9][CH2:10][CH2:11][C:5]=2[CH:4]=1.[CH3:15][O:16][C:17]1[CH:18]=[CH:19][C:20]2[NH:26][C:25](=[O:27])[N:24]([CH:28]3[CH2:33][CH2:32][N:31]([C:34]4[N:39]=[CH:38][N:37]=[C:36]([C:40](O)=[O:41])[CH:35]=4)[CH2:30][CH2:29]3)[CH2:23][CH2:22][C:21]=2[CH:43]=1.CN(C(ON1N=NC2C=CC=CC1=2)=[N+](C)C)C.[B-](F)(F)(F)F.CCN(C(C)C)C(C)C. (3) The reactants are: [Cl:1][C:2]1[CH:7]=[CH:6][C:5]([C:8]2[N:12]([C:13]3[CH:18]=[CH:17][CH:16]=[CH:15][C:14]=3[O:19][CH3:20])[NH:11][C:10](=[O:21])[CH:9]=2)=[CH:4][CH:3]=1.CS(O[CH:27]1[CH2:32][C:31]([CH3:34])([CH3:33])[O:30][C:29]([CH3:36])([CH3:35])[CH2:28]1)(=O)=O.C(=O)([O-])[O-].[Cs+].[Cs+].C1(C)C=CC=CC=1. Given the product [Cl:1][C:2]1[CH:3]=[CH:4][C:5]([C:8]2[N:12]([C:13]3[CH:18]=[CH:17][CH:16]=[CH:15][C:14]=3[O:19][CH3:20])[N:11]=[C:10]([O:21][CH:27]3[CH2:32][C:31]([CH3:34])([CH3:33])[O:30][C:29]([CH3:36])([CH3:35])[CH2:28]3)[CH:9]=2)=[CH:6][CH:7]=1, predict the reactants needed to synthesize it.